Dataset: Reaction yield outcomes from USPTO patents with 853,638 reactions. Task: Predict the reaction yield, written as a fraction of the theoretical maximum amount of product (1.0 means a 100% yield; for example, 0.34 means a 34% yield). (1) The reactants are [Br:1][C:2]1[CH:7]=[CH:6][C:5]([N:8]=[CH:9][N:10](C)C)=[C:4]([C:13]#[N:14])[CH:3]=1.N[C:16]1[C:17]([F:24])=[CH:18][C:19]([CH3:23])=[C:20]([OH:22])[CH:21]=1. The yield is 0.580. The catalyst is C(O)(=O)C. The product is [Br:1][C:2]1[CH:3]=[C:4]2[C:5](=[CH:6][CH:7]=1)[N:8]=[CH:9][N:10]=[C:13]2[NH:14][C:16]1[C:17]([F:24])=[CH:18][C:19]([CH3:23])=[C:20]([OH:22])[CH:21]=1. (2) The reactants are [Br:1][CH2:2][CH2:3][CH2:4][CH2:5][CH2:6][C:7]([O-:9])=[O:8].[CH3:10]O. No catalyst specified. The product is [Br:1][CH2:2][CH2:3][CH2:4][CH2:5][CH2:6][C:7]([O:9][CH3:10])=[O:8]. The yield is 0.930. (3) The reactants are Br[C:2]1[CH:3]=[C:4]([NH:10][C:11]2[CH:16]=[CH:15][C:14]([N:17]3[CH2:22][CH2:21][N:20]([CH:23]4[CH2:26][O:25][CH2:24]4)[CH2:19][CH2:18]3)=[CH:13][N:12]=2)[C:5](=[O:9])[N:6]([CH3:8])[CH:7]=1.[B:27]1([B:27]2[O:31][C:30]([CH3:33])([CH3:32])[C:29]([CH3:35])([CH3:34])[O:28]2)[O:31][C:30]([CH3:33])([CH3:32])[C:29]([CH3:35])([CH3:34])[O:28]1.CC(C1C=C(C(C)C)C(C2C=CC=CC=2P(C2CCCCC2)C2CCCCC2)=C(C(C)C)C=1)C.C(O[K])(C)=O. The catalyst is C1C=CC(/C=C/C(/C=C/C2C=CC=CC=2)=O)=CC=1.C1C=CC(/C=C/C(/C=C/C2C=CC=CC=2)=O)=CC=1.C1C=CC(/C=C/C(/C=C/C2C=CC=CC=2)=O)=CC=1.[Pd].[Pd].O1CCOCC1. The product is [CH3:8][N:6]1[CH:7]=[C:2]([B:27]2[O:31][C:30]([CH3:33])([CH3:32])[C:29]([CH3:35])([CH3:34])[O:28]2)[CH:3]=[C:4]([NH:10][C:11]2[CH:16]=[CH:15][C:14]([N:17]3[CH2:22][CH2:21][N:20]([CH:23]4[CH2:26][O:25][CH2:24]4)[CH2:19][CH2:18]3)=[CH:13][N:12]=2)[C:5]1=[O:9]. The yield is 0.940. (4) The reactants are [NH:1]1[C:5]2[CH:6]=[CH:7][CH:8]=[CH:9][C:4]=2[N:3]=[N:2]1.[CH3:10][NH:11][CH2:12][C:13]1[CH:18]=[CH:17][CH:16]=[CH:15][CH:14]=1.[CH2:19]=O. The catalyst is CO.C(OCC)C. The product is [N:1]1([CH2:10][N:11]([CH2:12][C:13]2[CH:18]=[CH:17][CH:16]=[CH:15][CH:14]=2)[CH3:19])[C:5]2[CH:6]=[CH:7][CH:8]=[CH:9][C:4]=2[N:3]=[N:2]1. The yield is 0.850. (5) The reactants are [NH2:1][C:2]1[CH:7]=[CH:6][CH:5]=[CH:4][C:3]=1[NH:8][C:9](=[O:22])[C:10]1[CH:15]=[CH:14][C:13]([CH:16]2[CH2:21][CH2:20][NH:19][CH2:18][CH2:17]2)=[CH:12][CH:11]=1.[C:23](=O)([O-])[O-].[K+].[K+].IC. The catalyst is CN(C=O)C.O. The product is [NH2:1][C:2]1[CH:7]=[CH:6][CH:5]=[CH:4][C:3]=1[NH:8][C:9](=[O:22])[C:10]1[CH:15]=[CH:14][C:13]([CH:16]2[CH2:21][CH2:20][N:19]([CH3:23])[CH2:18][CH2:17]2)=[CH:12][CH:11]=1. The yield is 0.320. (6) The reactants are [CH2:1]([O:8][C:9]([N:11]1[CH2:15][CH2:14][CH2:13][C@H:12]1[C:16]([C:18]1[C:26]2[C:21](=[CH:22][CH:23]=[CH:24][CH:25]=2)[NH:20][CH:19]=1)=O)=[O:10])[C:2]1[CH:7]=[CH:6][CH:5]=[CH:4][CH:3]=1.[BH4-].[Li+]. The catalyst is O1CCCC1. The product is [CH2:1]([O:8][C:9]([N:11]1[CH2:15][CH2:14][CH2:13][C@H:12]1[CH2:16][C:18]1[C:26]2[C:21](=[CH:22][CH:23]=[CH:24][CH:25]=2)[NH:20][CH:19]=1)=[O:10])[C:2]1[CH:3]=[CH:4][CH:5]=[CH:6][CH:7]=1. The yield is 0.540. (7) The reactants are [Br:1][C:2]1[CH:20]=[CH:19][C:5]([C:6]([NH:8][C:9]2[CH:14]=[CH:13][C:12](F)=[C:11]([N+:16]([O-:18])=[O:17])[CH:10]=2)=[O:7])=[CH:4][CH:3]=1.C(=O)([O-])[O-].[Cs+].[Cs+].[CH2:27]([O:34][C:35]1[CH:40]=[CH:39][C:38]([OH:41])=[CH:37][CH:36]=1)[C:28]1[CH:33]=[CH:32][CH:31]=[CH:30][CH:29]=1.Cl. The catalyst is CN(C=O)C.C(OCC)(=O)C. The product is [CH2:27]([O:34][C:35]1[CH:36]=[CH:37][C:38]([O:41][C:12]2[CH:13]=[CH:14][C:9]([NH:8][C:6](=[O:7])[C:5]3[CH:19]=[CH:20][C:2]([Br:1])=[CH:3][CH:4]=3)=[CH:10][C:11]=2[N+:16]([O-:18])=[O:17])=[CH:39][CH:40]=1)[C:28]1[CH:29]=[CH:30][CH:31]=[CH:32][CH:33]=1. The yield is 0.860. (8) The reactants are Br[C:2]1[CH:3]=[C:4]2[C:8](=[CH:9][C:10]=1[Cl:11])[NH:7][CH:6]=[C:5]2[CH:12]=[O:13].CC1(C)COB([C:21]2[CH:26]=[CH:25][C:24]([C:27]3([OH:31])[CH2:30][CH2:29][CH2:28]3)=[CH:23][C:22]=2[F:32])OC1.C(=O)([O-])[O-].[K+].[K+]. The catalyst is C(O)C.O.C1C=CC(P(C2C=CC=CC=2)[C-]2C=CC=C2)=CC=1.C1C=CC(P(C2C=CC=CC=2)[C-]2C=CC=C2)=CC=1.Cl[Pd]Cl.[Fe+2]. The product is [Cl:11][C:10]1[CH:9]=[C:8]2[C:4]([C:5]([CH:12]=[O:13])=[CH:6][NH:7]2)=[CH:3][C:2]=1[C:21]1[CH:26]=[CH:25][C:24]([C:27]2([OH:31])[CH2:28][CH2:29][CH2:30]2)=[CH:23][C:22]=1[F:32]. The yield is 0.580. (9) The reactants are [C:1]([C:3]1[CH:4]=[C:5]([C:16](=[O:25])[C:17]2[CH:22]=[CH:21][C:20]([O:23][CH3:24])=[CH:19][CH:18]=2)[N:6]2[C:15]3[C:10](=[CH:11][CH:12]=[CH:13][CH:14]=3)[N:9]=[CH:8][C:7]=12)#[N:2]. The catalyst is CO.CC(C)=O. The product is [C:1]([C:3]1[CH:4]=[C:5]([C:16](=[O:25])[C:17]2[CH:18]=[CH:19][C:20]([O:23][CH3:24])=[CH:21][CH:22]=2)[N:6]2[C:15]3[C:10](=[CH:11][CH:12]=[CH:13][CH:14]=3)[NH:9][CH2:8][C:7]=12)#[N:2]. The yield is 0.500.